From a dataset of Catalyst prediction with 721,799 reactions and 888 catalyst types from USPTO. Predict which catalyst facilitates the given reaction. (1) Reactant: [F:1][C:2]([F:30])([CH2:28][OH:29])[CH2:3][N:4]1[C:8]([C:9]2[CH:14]=[CH:13][C:12]([F:15])=[CH:11][CH:10]=2)=[C:7]([C:16]2[CH:17]=[CH:18][C:19]3[O:24][CH2:23][C:22](=[O:25])[NH:21][C:20]=3[CH:26]=2)[C:6]([CH3:27])=[N:5]1.[C:31]1(=[O:41])[O:36][C:34](=[O:35])[C:33]2=[CH:37][CH:38]=[CH:39][CH:40]=[C:32]12.Cl. Product: [F:30][C:2]([F:1])([CH2:3][N:4]1[C:8]([C:9]2[CH:10]=[CH:11][C:12]([F:15])=[CH:13][CH:14]=2)=[C:7]([C:16]2[CH:17]=[CH:18][C:19]3[O:24][CH2:23][C:22](=[O:25])[NH:21][C:20]=3[CH:26]=2)[C:6]([CH3:27])=[N:5]1)[CH2:28][O:29][C:31]([C:32]1[CH:40]=[CH:39][CH:38]=[CH:37][C:33]=1[C:34]([OH:36])=[O:35])=[O:41]. The catalyst class is: 17. (2) Reactant: [Cl:1][C:2]1[CH:7]=[C:6]([Cl:8])[N:5]=[C:4]([NH2:9])[CH:3]=1.C[Si]([N-][Si](C)(C)C)(C)C.[Na+].[CH3:20][C:21]([O:24][C:25](O[C:25]([O:24][C:21]([CH3:23])([CH3:22])[CH3:20])=[O:26])=[O:26])([CH3:23])[CH3:22]. Product: [Cl:1][C:2]1[CH:7]=[C:6]([Cl:8])[N:5]=[C:4]([NH:9][C:25](=[O:26])[O:24][C:21]([CH3:23])([CH3:22])[CH3:20])[CH:3]=1. The catalyst class is: 1. (3) Reactant: [OH:1][C:2]1([C:20]([F:23])([F:22])[F:21])[C:14]2[CH:13]=[C:12]([C:15]([O:17]C)=[O:16])[CH:11]=[C:10]([CH3:19])[C:9]=2[C:8]2[C:3]1=[CH:4][CH:5]=[CH:6][CH:7]=2.O1CCCC1.[OH-].[Na+]. Product: [OH:1][C:2]1([C:20]([F:21])([F:22])[F:23])[C:14]2[CH:13]=[C:12]([C:15]([OH:17])=[O:16])[CH:11]=[C:10]([CH3:19])[C:9]=2[C:8]2[C:3]1=[CH:4][CH:5]=[CH:6][CH:7]=2. The catalyst class is: 5. (4) Reactant: [CH2:1]([O:8][C:9](=[O:48])[NH:10][C@@H:11]1[C:14](=[O:15])[N:13]([CH2:16][C:17]2[CH:22]=[CH:21][C:20]([O:23][CH3:24])=[CH:19][C:18]=2[O:25][CH3:26])[C@@H:12]1[CH2:27][N:28]1[N:32]=[C:31]2[CH2:33][N:34](S(C3C=CC=CC=3[N+]([O-])=O)(=O)=O)[CH2:35][C:30]2=[N:29]1)C1C=CC=CC=1.[C:49](=[O:52])([O-])[O-:50].[K+].[K+].[C:55]1(S)[CH:60]=[CH:59][CH:58]=[CH:57][CH:56]=1. Product: [CH2:1]([O:8][C:9]([NH:10][C@@H:11]1[C:14](=[O:15])[N:13]([CH2:16][C:17]2[CH:22]=[CH:21][C:20]([O:23][CH3:24])=[CH:19][C:18]=2[O:25][CH3:26])[C@@H:12]1[CH2:27][N:28]1[N:32]=[C:31]2[CH2:33][N:34]([C:49]([O:50][C:17]([CH3:22])([CH3:18])[CH3:16])=[O:52])[CH2:35][C:30]2=[N:29]1)=[O:48])[C:55]1[CH:60]=[CH:59][CH:58]=[CH:57][CH:56]=1. The catalyst class is: 31. (5) Reactant: [N:1]1([C:6]2[C:15]3[C:10](=[CH:11][CH:12]=[CH:13][CH:14]=3)[N:9]=[C:8]([CH2:16][NH2:17])[N:7]=2)[CH2:5][CH2:4][CH2:3][CH2:2]1.[C:18]1([S:28](Cl)(=[O:30])=[O:29])[C:27]2[C:22](=[CH:23][CH:24]=[CH:25][CH:26]=2)[CH:21]=[CH:20][CH:19]=1.N1C=CC=CC=1. Product: [N:1]1([C:6]2[C:15]3[C:10](=[CH:11][CH:12]=[CH:13][CH:14]=3)[N:9]=[C:8]([CH2:16][NH:17][S:28]([C:18]3[C:27]4[C:22](=[CH:23][CH:24]=[CH:25][CH:26]=4)[CH:21]=[CH:20][CH:19]=3)(=[O:30])=[O:29])[N:7]=2)[CH2:2][CH2:3][CH2:4][CH2:5]1. The catalyst class is: 7.